From a dataset of Forward reaction prediction with 1.9M reactions from USPTO patents (1976-2016). Predict the product of the given reaction. (1) Given the reactants C(O[C:5]1[CH:14]=[C:13]([C:15]([F:18])([F:17])[F:16])[C:12]2[CH:11]=[C:10]3[N:19](CC(F)(F)F)[C:20](=O)[CH2:21][O:22][C:9]3=[CH:8][C:7]=2[N:6]=1)(C)C.COC1C=CC(P2(SP(C3C=CC(OC)=CC=3)(=S)S2)=[S:38])=CC=1, predict the reaction product. The product is: [F:16][C:15]([F:18])([F:17])[C:13]1[C:12]2[CH:11]=[C:10]3[NH:19][C:20](=[S:38])[CH2:21][O:22][C:9]3=[CH:8][C:7]=2[N:6]=[CH:5][CH:14]=1. (2) Given the reactants CCN(C(C)C)C(C)C.Cl[CH2:11][O:12][CH3:13].[F:14][C:15]1[N:20]=[CH:19][C:18]([CH:21]([OH:23])[CH3:22])=[CH:17][CH:16]=1, predict the reaction product. The product is: [F:14][C:15]1[CH:16]=[CH:17][C:18]([CH:21]([O:23][CH2:11][O:12][CH3:13])[CH3:22])=[CH:19][N:20]=1. (3) Given the reactants [Cl:1][CH2:2][CH2:3][O:4][C:5]1[CH:6]=[C:7]2[C:12](=[CH:13][CH:14]=1)[N:11]=[CH:10][N:9]([C:15]1[CH:16]=[C:17]([CH:21]=[CH:22][C:23]=1[CH3:24])[C:18]([OH:20])=O)[C:8]2=[O:25].[C:26](Cl)(=[O:30])[C:27](Cl)=O.Cl.C([NH:35]O)C.C(N(CC)C(C)C)(C)C, predict the reaction product. The product is: [Cl:1][CH2:2][CH2:3][O:4][C:5]1[CH:6]=[C:7]2[C:12](=[CH:13][CH:14]=1)[N:11]=[CH:10][N:9]([C:15]1[CH:16]=[C:17]([CH:21]=[CH:22][C:23]=1[CH3:24])[C:18]([NH:35][O:30][CH2:26][CH3:27])=[O:20])[C:8]2=[O:25]. (4) Given the reactants [Br:1][C:2]1[C:7]2[S:8][CH:9]=[CH:10][C:6]=2[C:5]([Cl:11])=[C:4]([C:12]([C:14]2[CH:19]=[CH:18][C:17]([O:20][CH2:21][CH3:22])=[CH:16][CH:15]=2)=O)[CH:3]=1.[SiH](CC)(CC)CC.B(F)(F)F.CCOCC, predict the reaction product. The product is: [Br:1][C:2]1[C:7]2[S:8][CH:9]=[CH:10][C:6]=2[C:5]([Cl:11])=[C:4]([CH2:12][C:14]2[CH:19]=[CH:18][C:17]([O:20][CH2:21][CH3:22])=[CH:16][CH:15]=2)[CH:3]=1. (5) Given the reactants [CH:1]1([C:11]([OH:13])=O)[C:10]2[C:5](=[CH:6][CH:7]=[CH:8][CH:9]=2)[CH2:4][CH2:3][CH2:2]1.[CH2:14]([C:18]1[CH:23]=[CH:22][C:21]([NH:24][CH2:25][C:26]2[CH:31]=[CH:30][C:29]([N:32]([CH3:34])[CH3:33])=[CH:28][CH:27]=2)=[CH:20][CH:19]=1)[CH2:15][CH2:16][CH3:17], predict the reaction product. The product is: [CH2:14]([C:18]1[CH:23]=[CH:22][C:21]([N:24]([CH2:25][C:26]2[CH:31]=[CH:30][C:29]([N:32]([CH3:34])[CH3:33])=[CH:28][CH:27]=2)[C:11]([CH:1]2[C:10]3[C:5](=[CH:6][CH:7]=[CH:8][CH:9]=3)[CH2:4][CH2:3][CH2:2]2)=[O:13])=[CH:20][CH:19]=1)[CH2:15][CH2:16][CH3:17].